From a dataset of Forward reaction prediction with 1.9M reactions from USPTO patents (1976-2016). Predict the product of the given reaction. (1) Given the reactants [OH-:1].[K+].[Cl:3][C:4]1[CH:11]=[CH:10][C:7]([CH:8]=[O:9])=[CH:6][CH:5]=1.[CH:12](Cl)(Cl)Cl.[OH2:16].[CH2:17](O)[C:18]#[CH:19], predict the reaction product. The product is: [Cl:3][C:4]1[CH:11]=[CH:10][C:7]([CH:8]([O:9][CH2:17][C:18]#[CH:19])[C:12]([OH:16])=[O:1])=[CH:6][CH:5]=1. (2) Given the reactants [C:1]1(=[O:7])[O:6][C:4](=[O:5])[CH2:3][CH2:2]1.[C:8]1([CH3:14])[CH:13]=[CH:12][CH:11]=[CH:10][CH:9]=1.[Al+3].[Cl-].[Cl-].[Cl-].CCOC(C)=O, predict the reaction product. The product is: [O:7]=[C:1]([C:11]1[CH:12]=[CH:13][C:8]([CH3:14])=[CH:9][CH:10]=1)[CH2:2][CH2:3][C:4]([OH:6])=[O:5]. (3) The product is: [Br:1][C:2]1[CH:3]=[C:4]2[C:5](=[CH:10][CH:11]=1)[C:6](=[O:8])[N:16]([CH2:14][CH3:15])[CH2:12]2. Given the reactants [Br:1][C:2]1[CH:11]=[CH:10][C:5]([C:6]([O:8]C)=O)=[C:4]([CH2:12]Br)[CH:3]=1.[CH2:14]([NH2:16])[CH3:15].C(=O)([O-])[O-].[K+].[K+], predict the reaction product. (4) Given the reactants [NH2:1][C:2]1[N:7]=[CH:6][N:5]=[C:4]2[N:8]([CH:12]3[CH2:17][CH2:16][CH:15]([N:18]4[CH2:23][CH2:22][NH:21][C:20](=[O:24])[CH2:19]4)[CH2:14][CH2:13]3)[N:9]=[C:10](I)[C:3]=12.[CH3:25][C:26]1[CH:27]=[C:28]([CH3:52])[C:29]2[O:33][C:32]([NH:34][C:35]3[CH:40]=[CH:39][C:38](B4OC(C)(C)C(C)(C)O4)=[CH:37][C:36]=3[F:50])=[N:31][C:30]=2[CH:51]=1.C(=O)([O-])[O-].[Na+].[Na+], predict the reaction product. The product is: [NH2:1][C:2]1[N:7]=[CH:6][N:5]=[C:4]2[N:8]([C@H:12]3[CH2:17][CH2:16][C@H:15]([N:18]4[CH2:23][CH2:22][NH:21][C:20](=[O:24])[CH2:19]4)[CH2:14][CH2:13]3)[N:9]=[C:10]([C:38]3[CH:39]=[CH:40][C:35]([NH:34][C:32]4[O:33][C:29]5[C:28]([CH3:52])=[CH:27][C:26]([CH3:25])=[CH:51][C:30]=5[N:31]=4)=[C:36]([F:50])[CH:37]=3)[C:3]=12. (5) Given the reactants [C:1]1(B(O)O)[CH:6]=[CH:5][CH:4]=[CH:3][CH:2]=1.C(=O)=O, predict the reaction product. The product is: [C:1]1([C:1]2[CH:6]=[CH:5][CH:4]=[CH:3][CH:2]=2)[CH:6]=[CH:5][CH:4]=[CH:3][CH:2]=1. (6) Given the reactants Br[C:2]1[CH:3]=[CH:4][C:5]2[O:9][C:8](=[O:10])[N:7]([CH2:11][C:12]([N:14]([CH3:21])[C:15]3[CH:20]=[CH:19][CH:18]=[CH:17][CH:16]=3)=[O:13])[C:6]=2[CH:22]=1.B(O)(O)[C:24]1[CH:29]=[CH:28][CH:27]=[N:26][CH:25]=1.C(=O)([O-])[O-].[K+].[K+].C(=O)([O-])O.[Na+], predict the reaction product. The product is: [CH3:21][N:14]([C:15]1[CH:20]=[CH:19][CH:18]=[CH:17][CH:16]=1)[C:12](=[O:13])[CH2:11][N:7]1[C:6]2[CH:22]=[C:2]([C:24]3[CH:25]=[N:26][CH:27]=[CH:28][CH:29]=3)[CH:3]=[CH:4][C:5]=2[O:9][C:8]1=[O:10]. (7) Given the reactants [NH2:1][C:2]1[C:3]([Cl:11])=[C:4]([CH:8]=[CH:9][CH:10]=1)[C:5]([OH:7])=[O:6].S(=O)(=O)(O)O.[CH3:17]O, predict the reaction product. The product is: [NH2:1][C:2]1[C:3]([Cl:11])=[C:4]([CH:8]=[CH:9][CH:10]=1)[C:5]([O:7][CH3:17])=[O:6]. (8) Given the reactants [Cl:1][C:2]1[N:3]=[CH:4][C:5]2[N:10]=[C:9]([C:11]3[CH:16]=[C:15](C)[C:14](OC)=[C:13](C)[CH:12]=3)[O:8][C:6]=2[N:7]=1.[Br:21]C1C=CC(C(Cl)=O)=CC=1, predict the reaction product. The product is: [Br:21][C:14]1[CH:15]=[CH:16][C:11]([C:9]2[O:8][C:6]3[N:7]=[C:2]([Cl:1])[N:3]=[CH:4][C:5]=3[N:10]=2)=[CH:12][CH:13]=1. (9) Given the reactants [CH3:1][N:2](C(ON1N=NC2C=CC=NC1=2)=[N+](C)C)[CH3:3].F[P-](F)(F)(F)(F)F.C(N(C(C)C)CC)(C)C.CNC.[F:37][C:38]1[CH:43]=[CH:42][CH:41]=[CH:40][C:39]=1[C:44]1[CH:45]=[N:46][C:47]([N:50]2[C:58]3[C:53](=[CH:54][CH:55]=[C:56]([C:59](O)=[O:60])[CH:57]=3)[C:52]([S:62]([CH3:64])=[O:63])=[CH:51]2)=[N:48][CH:49]=1, predict the reaction product. The product is: [F:37][C:38]1[CH:43]=[CH:42][CH:41]=[CH:40][C:39]=1[C:44]1[CH:49]=[N:48][C:47]([N:50]2[C:58]3[C:53](=[CH:54][CH:55]=[C:56]([C:59]([N:2]([CH3:3])[CH3:1])=[O:60])[CH:57]=3)[C:52]([S:62]([CH3:64])=[O:63])=[CH:51]2)=[N:46][CH:45]=1.